The task is: Regression/Classification. Given a drug SMILES string, predict its absorption, distribution, metabolism, or excretion properties. Task type varies by dataset: regression for continuous measurements (e.g., permeability, clearance, half-life) or binary classification for categorical outcomes (e.g., BBB penetration, CYP inhibition). Dataset: cyp3a4_veith.. This data is from CYP3A4 inhibition data for predicting drug metabolism from PubChem BioAssay. (1) The molecule is COCCCNC(=O)c1c(NC(=O)c2cccs2)sc2c1CCCC2. The result is 1 (inhibitor). (2) The molecule is C=CCn1c(SCC(=O)Nc2c(C)n(C)n(-c3ccccc3)c2=O)nc2sc(C)c(-c3ccccc3)c2c1=O. The result is 1 (inhibitor).